From a dataset of hERG potassium channel inhibition data for cardiac toxicity prediction from Karim et al.. Regression/Classification. Given a drug SMILES string, predict its toxicity properties. Task type varies by dataset: regression for continuous values (e.g., LD50, hERG inhibition percentage) or binary classification for toxic/non-toxic outcomes (e.g., AMES mutagenicity, cardiotoxicity, hepatotoxicity). Dataset: herg_karim. The molecule is O=C(NCC(=O)N1CCC(NC2CCC(O)(c3ccc(-c4nccs4)cn3)CC2)C1)c1cccc(C(F)(F)F)c1. The result is 0 (non-blocker).